From a dataset of Full USPTO retrosynthesis dataset with 1.9M reactions from patents (1976-2016). Predict the reactants needed to synthesize the given product. (1) Given the product [CH2:17]([CH:16]([C:15]1[C:10]2[N:11]([C:7]([C:5]3[S:6][C:2]([C:26]4[N:25]([CH3:24])[CH:29]=[CH:28][N:27]=4)=[CH:3][C:4]=3[CH3:23])=[C:8]([CH3:22])[N:9]=2)[N:12]=[C:13]([CH3:21])[CH:14]=1)[CH2:19][CH3:20])[CH3:18], predict the reactants needed to synthesize it. The reactants are: Br[C:2]1[S:6][C:5]([C:7]2[N:11]3[N:12]=[C:13]([CH3:21])[CH:14]=[C:15]([CH:16]([CH2:19][CH3:20])[CH2:17][CH3:18])[C:10]3=[N:9][C:8]=2[CH3:22])=[C:4]([CH3:23])[CH:3]=1.[CH3:24][N:25]1[CH:29]=[CH:28][N:27]=[CH:26]1.C1C=CC(P(C2C=CC=CC=2)C2C=CC=CC=2)=CC=1.C([O-])([O-])=O.[Cs+].[Cs+]. (2) Given the product [F:22][C:21]([F:24])([F:23])[C:18]1[CH:17]=[N:16][C:15]([C:6]2[CH:7]=[CH:8][CH:9]=[CH:10][C:5]=2[C:3]([O:2][CH3:1])=[O:4])=[CH:20][CH:19]=1, predict the reactants needed to synthesize it. The reactants are: [CH3:1][O:2][C:3]([C:5]1[CH:10]=[CH:9][C:8](B(O)O)=[CH:7][CH:6]=1)=[O:4].Cl[C:15]1[CH:20]=[CH:19][C:18]([C:21]([F:24])([F:23])[F:22])=[CH:17][N:16]=1.C1(P(C2C=CC=CC=2)CCCCP(C2C=CC=CC=2)C2C=CC=CC=2)C=CC=CC=1.C(=O)([O-])O.[Na+].